This data is from Forward reaction prediction with 1.9M reactions from USPTO patents (1976-2016). The task is: Predict the product of the given reaction. (1) Given the reactants [NH2:1][C:2]1[C:3]([O:20][CH3:21])=[CH:4][C:5]([CH:17]([CH3:19])[CH3:18])=[C:6]([CH:16]=1)[O:7][C:8]1[C:9]([NH2:15])=[N:10][C:11]([NH2:14])=[N:12][CH:13]=1.CC(=O)CCC(=[O:28])C.C[C:31]1[N:32]([C:37]2[C:38](OC)=[CH:39][C:40](C(C)C)=[C:41]([CH:51]=2)OC2C(N)=NC(N)=NC=2)C(C)=CC=1, predict the reaction product. The product is: [NH2:14][C:11]1[N:10]=[C:9]([NH2:15])[C:8]([O:7][C:6]2[C:5]([CH:17]([CH3:19])[CH3:18])=[CH:4][C:3]([O:20][CH3:21])=[C:2]([NH:1][C:31]([NH:32][C:37]3[CH:38]=[CH:39][CH:40]=[CH:41][CH:51]=3)=[O:28])[CH:16]=2)=[CH:13][N:12]=1. (2) Given the reactants [CH3:1][O:2][C:3]1[CH:8]=[CH:7][C:6]([CH:9]=[CH2:10])=[CH:5][C:4]=1[NH2:11].[Cl:12][C:13]1[N:18]=[C:17](Cl)[C:16]([Cl:20])=[CH:15][N:14]=1.C(N(C(C)C)C(C)C)C, predict the reaction product. The product is: [Cl:12][C:13]1[N:18]=[C:17]([NH:11][C:4]2[CH:5]=[C:6]([CH:9]=[CH2:10])[CH:7]=[CH:8][C:3]=2[O:2][CH3:1])[C:16]([Cl:20])=[CH:15][N:14]=1. (3) Given the reactants Br[C:2]1[CH:7]=[CH:6][C:5]([C:8]([C:13]2[CH:18]=[C:17]([CH3:19])[C:16]([OH:20])=[C:15]([CH3:21])[CH:14]=2)([CH2:11][CH3:12])[CH2:9][CH3:10])=[CH:4][C:3]=1C.[C:23]([O-])(O)=O.[Na+].[Li+].[Br-].C1C=CC(P(C2C=CC=CC=2)CCCP(C2C=CC=CC=2)C2C=CC=CC=2)=CC=1.[CH2:59]=[CH:60][C:61](=[O:64])[CH2:62][CH3:63], predict the reaction product. The product is: [CH2:11]([C:8]([C:5]1[CH:6]=[CH:7][C:2](/[CH:59]=[CH:60]/[C:61](=[O:64])[CH2:62][CH3:63])=[C:3]([CH3:23])[CH:4]=1)([C:13]1[CH:18]=[C:17]([CH3:19])[C:16]([OH:20])=[C:15]([CH3:21])[CH:14]=1)[CH2:9][CH3:10])[CH3:12]. (4) Given the reactants [CH2:1]([C@@:4]1([C:26]2[CH:31]=[CH:30][C:29]([F:32])=[CH:28][CH:27]=2)[O:9][C:8](=[O:10])[N:7]([C@H:11]([C:13]2[CH:18]=[CH:17][C:16]([C:19]3[C:20](=[O:25])[NH:21][CH:22]=[CH:23][CH:24]=3)=[CH:15][CH:14]=2)[CH3:12])[CH2:6][CH2:5]1)[CH:2]=[CH2:3].[H-].[Na+].I[CH3:36], predict the reaction product. The product is: [CH2:1]([C@@:4]1([C:26]2[CH:31]=[CH:30][C:29]([F:32])=[CH:28][CH:27]=2)[O:9][C:8](=[O:10])[N:7]([C@H:11]([C:13]2[CH:14]=[CH:15][C:16]([C:19]3[C:20](=[O:25])[N:21]([CH3:36])[CH:22]=[CH:23][CH:24]=3)=[CH:17][CH:18]=2)[CH3:12])[CH2:6][CH2:5]1)[CH:2]=[CH2:3]. (5) Given the reactants C([N:8]1[CH2:12][C@@H:11]2[C:13](=[O:16])[CH2:14][CH2:15][C@@H:10]2[CH2:9]1)C1C=CC=CC=1.[C:28]([O:27][C:25](O[C:25]([O:27][C:28]([CH3:31])([CH3:30])[CH3:29])=[O:26])=[O:26])([CH3:31])([CH3:30])[CH3:29].[H][H], predict the reaction product. The product is: [O:16]=[C:13]1[C@@H:11]2[C@@H:10]([CH2:9][N:8]([C:25]([O:27][C:28]([CH3:29])([CH3:30])[CH3:31])=[O:26])[CH2:12]2)[CH2:15][CH2:14]1. (6) Given the reactants II.[F:3][C:4]([F:37])([F:36])[CH2:5][CH2:6][CH:7]([NH:28][C:29](=[O:35])[O:30][C:31]([CH3:34])([CH3:33])[CH3:32])[CH2:8][O:9][C:10]1[C:11]([CH:26]=O)=[CH:12][C:13]2[C:22]3[C:17](=[CH:18][N:19]=[CH:20][CH:21]=3)[C:16](=[O:23])[N:15]([CH3:24])[C:14]=2[CH:25]=1.[NH3:38].[O-]S([O-])(=S)=O.[Na+].[Na+], predict the reaction product. The product is: [C:26]([C:11]1[C:10]([O:9][CH2:8][CH:7]([NH:28][C:29](=[O:35])[O:30][C:31]([CH3:33])([CH3:32])[CH3:34])[CH2:6][CH2:5][C:4]([F:36])([F:37])[F:3])=[CH:25][C:14]2[N:15]([CH3:24])[C:16](=[O:23])[C:17]3[C:22]([C:13]=2[CH:12]=1)=[CH:21][CH:20]=[N:19][CH:18]=3)#[N:38]. (7) Given the reactants [CH3:1][O:2][C@H:3]1[CH2:20][CH2:19][C@@:18]2([CH3:21])[C:5](=[CH:6][CH2:7][C@@H:8]3[C@@H:17]2[CH2:16][CH2:15][C@@:13]2([CH3:14])[C@H:9]3[CH2:10][CH2:11][C:12]2=[O:22])[CH2:4]1.[OH:23]N1C(=O)C2=CC=CC=C2C1=O.N(C1(C#N)CCCCC1)=NC1(C#N)CCCCC1.C(OC(=O)C)(=O)C, predict the reaction product. The product is: [CH3:1][O:2][C@H:3]1[CH2:20][CH2:19][C@@:18]2([CH3:21])[C:5](=[CH:6][C:7](=[O:23])[C@@H:8]3[C@@H:17]2[CH2:16][CH2:15][C@@:13]2([CH3:14])[C@H:9]3[CH2:10][CH2:11][C:12]2=[O:22])[CH2:4]1.